The task is: Predict the reactants needed to synthesize the given product.. This data is from Full USPTO retrosynthesis dataset with 1.9M reactions from patents (1976-2016). (1) Given the product [Br:1][C:2]1[S:3][C:4]2[CH2:9][S:20][CH2:7][C:5]=2[N:6]=1, predict the reactants needed to synthesize it. The reactants are: [Br:1][C:2]1[S:3][C:4]([CH2:9]Br)=[C:5]([CH2:7]Br)[N:6]=1.O.O.O.O.O.O.O.O.O.[S-2:20].[Na+].[Na+]. (2) Given the product [Cl:1][C:2]1[CH:3]=[CH:4][C:5]([CH:8]2[NH:9][CH2:10][CH2:11][N:12]([C:15]3[C:24]4[C:19](=[CH:20][C:21]([O:27][CH3:28])=[C:22]([O:25][CH3:26])[CH:23]=4)[N:18]=[CH:17][N:16]=3)[CH2:13]2)=[CH:6][CH:7]=1, predict the reactants needed to synthesize it. The reactants are: [Cl:1][C:2]1[CH:7]=[CH:6][C:5]([CH:8]2[CH2:13][NH:12][CH2:11][CH2:10][NH:9]2)=[CH:4][CH:3]=1.Cl[C:15]1[C:24]2[C:19](=[CH:20][C:21]([O:27][CH3:28])=[C:22]([O:25][CH3:26])[CH:23]=2)[N:18]=[CH:17][N:16]=1. (3) Given the product [OH:13][C:14]([C:17]1[CH:57]=[CH:56][C:20]([O:21][C@H:22]2[CH2:27][CH2:26][C@H:25]([N:28]3[C:33](=[O:34])[C:32]([CH2:35][C:36]4[CH:41]=[CH:40][C:39]([C:42]5[CH:47]=[CH:46][CH:45]=[CH:44][C:43]=5[C:48]5[NH:3][C:4](=[O:7])[O:5][N:49]=5)=[CH:38][CH:37]=4)=[C:31]([CH2:50][CH2:51][CH3:52])[N:30]4[N:53]=[CH:54][N:55]=[C:29]34)[CH2:24][CH2:23]2)=[CH:19][CH:18]=1)([CH3:16])[CH3:15], predict the reactants needed to synthesize it. The reactants are: [Cl-].O[NH3+:3].[C:4](=[O:7])([O-])[OH:5].[Na+].CS(C)=O.[OH:13][C:14]([C:17]1[CH:57]=[CH:56][C:20]([O:21][C@H:22]2[CH2:27][CH2:26][C@H:25]([N:28]3[C:33](=[O:34])[C:32]([CH2:35][C:36]4[CH:41]=[CH:40][C:39]([C:42]5[C:43]([C:48]#[N:49])=[CH:44][CH:45]=[CH:46][CH:47]=5)=[CH:38][CH:37]=4)=[C:31]([CH2:50][CH2:51][CH3:52])[N:30]4[N:53]=[CH:54][N:55]=[C:29]34)[CH2:24][CH2:23]2)=[CH:19][CH:18]=1)([CH3:16])[CH3:15]. (4) Given the product [CH2:1]([N:8]1[C:12]([C:28]#[C:27][C:26]([OH:29])([C:20]2[CH:25]=[CH:24][CH:23]=[CH:22][CH:21]=2)[C:30]2[CH:35]=[CH:34][CH:33]=[CH:32][CH:31]=2)=[C:11]([CH:14]=[O:15])[CH:10]=[C:9]1[C:16]([O:18][CH3:19])=[O:17])[C:2]1[CH:7]=[CH:6][CH:5]=[CH:4][CH:3]=1, predict the reactants needed to synthesize it. The reactants are: [CH2:1]([N:8]1[C:12](I)=[C:11]([CH:14]=[O:15])[CH:10]=[C:9]1[C:16]([O:18][CH3:19])=[O:17])[C:2]1[CH:7]=[CH:6][CH:5]=[CH:4][CH:3]=1.[C:20]1([C:26]([C:30]2[CH:35]=[CH:34][CH:33]=[CH:32][CH:31]=2)([OH:29])[C:27]#[CH:28])[CH:25]=[CH:24][CH:23]=[CH:22][CH:21]=1.C1C=CC(P(C2C=CC=CC=2)C2C=CC=CC=2)=CC=1.CCN(CC)CC. (5) Given the product [CH2:1]([O:3][C:4]([C:6]1[C:7](=[O:18])[N:8]([CH2:22][CH2:23][CH:24]([CH3:26])[CH3:25])[N:9]=[C:10]([C:13]2[S:14][CH:15]=[CH:16][CH:17]=2)[C:11]=1[OH:12])=[O:5])[CH3:2], predict the reactants needed to synthesize it. The reactants are: [CH2:1]([O:3][C:4]([C:6]1[C:7](=[O:18])[NH:8][N:9]=[C:10]([C:13]2[S:14][CH:15]=[CH:16][CH:17]=2)[C:11]=1[OH:12])=[O:5])[CH3:2].[H-].[Na+].Br[CH2:22][CH2:23][CH:24]([CH3:26])[CH3:25]. (6) Given the product [F:1][C:2]1[C:11]([F:12])=[C:10]2[C:5]([CH2:6][CH2:7][CH:8]([CH2:13][CH2:14][CH2:15][CH2:16][CH3:17])[O:9]2)=[CH:4][C:3]=1[O:18][CH:19]([CH:22]1[CH2:23][CH2:24][CH:25]([CH2:28][CH2:29][CH3:30])[CH2:26][CH2:27]1)[C:20]#[CH:21], predict the reactants needed to synthesize it. The reactants are: [F:1][C:2]1[C:11]([F:12])=[C:10]2[C:5]([CH2:6][CH2:7][CH:8]([CH2:13][CH2:14][CH2:15][CH2:16][CH3:17])[O:9]2)=[CH:4][C:3]=1[OH:18].[CH2:19]([CH:22]1[CH2:27][CH2:26][CH:25]([CH:28](O)[C:29]#[CH:30])[CH2:24][CH2:23]1)[CH2:20][CH3:21].C1(P(C2C=CC=CC=2)C2C=CC=CC=2)C=CC=CC=1.CC(OC(/N=N/C(OC(C)C)=O)=O)C.[Cl-].[Na+]. (7) The reactants are: [CH3:1][C:2]1[C:7]2[C:8](=[O:13])[NH:9][CH2:10][CH2:11][O:12][C:6]=2[CH:5]=[N:4][C:3]=1[O:14][CH:15]([CH3:17])[CH3:16].[H-].[Na+].[CH2:20]([O:27][C:28]1[C:33]([CH2:34]Cl)=[C:32]([CH3:36])[CH:31]=[C:30]([CH3:37])[N:29]=1)[C:21]1[CH:26]=[CH:25][CH:24]=[CH:23][CH:22]=1.CCOC(C)=O. Given the product [CH2:20]([O:27][C:28]1[C:33]([CH2:34][N:9]2[C:8](=[O:13])[C:7]3[C:2]([CH3:1])=[C:3]([O:14][CH:15]([CH3:17])[CH3:16])[N:4]=[CH:5][C:6]=3[O:12][CH2:11][CH2:10]2)=[C:32]([CH3:36])[CH:31]=[C:30]([CH3:37])[N:29]=1)[C:21]1[CH:26]=[CH:25][CH:24]=[CH:23][CH:22]=1, predict the reactants needed to synthesize it. (8) Given the product [CH2:17]([NH:20][C:10]([C:9]1([C:4]2[CH:5]=[CH:6][C:7]([Cl:8])=[C:2]([Cl:1])[CH:3]=2)[CH2:14][CH:13]1[C:12]([OH:11])=[O:15])=[O:16])[CH2:18][CH3:19], predict the reactants needed to synthesize it. The reactants are: [Cl:1][C:2]1[CH:3]=[C:4]([C:9]23[CH2:14][CH:13]2[C:12](=[O:15])[O:11][C:10]3=[O:16])[CH:5]=[CH:6][C:7]=1[Cl:8].[CH2:17]([NH2:20])[CH2:18][CH3:19].C(OCC)(=O)C. (9) Given the product [Cl:1][C:2]1[CH:11]=[CH:10][C:9]([O:12][CH3:13])=[CH:8][C:3]=1[N:4]([CH2:5][CH2:6][F:7])[CH:25]1[CH2:30][CH2:29][CH2:28][CH:27]([C:31]([O:33][CH2:34][CH3:35])=[O:32])[C:26]1=[O:36], predict the reactants needed to synthesize it. The reactants are: [Cl:1][C:2]1[CH:11]=[CH:10][C:9]([O:12][CH3:13])=[CH:8][C:3]=1[NH:4][CH2:5][CH2:6][F:7].C[Si](C)(C)[N-][Si](C)(C)C.[K+].Br[CH:25]1[CH2:30][CH2:29][CH2:28][CH:27]([C:31]([O:33][CH2:34][CH3:35])=[O:32])[C:26]1=[O:36].Cl.